This data is from Catalyst prediction with 721,799 reactions and 888 catalyst types from USPTO. The task is: Predict which catalyst facilitates the given reaction. (1) Reactant: C[O:2][C:3](=[O:34])[C:4]([CH3:33])([O:26][C:27]1[CH:32]=[CH:31][CH:30]=[CH:29][CH:28]=1)[CH2:5][C:6]1[S:7][C:8]([CH2:11][CH2:12][CH2:13][C:14]2[N:15]=[C:16]([C:20]3[CH:25]=[CH:24][CH:23]=[CH:22][CH:21]=3)[O:17][C:18]=2[CH3:19])=[CH:9][CH:10]=1.[OH-].[Na+].Cl. Product: [CH3:33][C:4]([O:26][C:27]1[CH:28]=[CH:29][CH:30]=[CH:31][CH:32]=1)([CH2:5][C:6]1[S:7][C:8]([CH2:11][CH2:12][CH2:13][C:14]2[N:15]=[C:16]([C:20]3[CH:21]=[CH:22][CH:23]=[CH:24][CH:25]=3)[O:17][C:18]=2[CH3:19])=[CH:9][CH:10]=1)[C:3]([OH:34])=[O:2]. The catalyst class is: 88. (2) Reactant: ClC(OCC(C)C)=O.[Cl:9][C:10]1[CH:11]=[C:12]([CH:16]=[CH:17][C:18]([N:20]2[CH2:25][CH2:24][N:23]([C:26]3[C:31]([C:32]#[N:33])=[N:30][CH:29]=[CH:28][N:27]=3)[CH2:22][CH:21]2[C:34](O)=[O:35])=[O:19])[CH:13]=[CH:14][CH:15]=1.C(N(CC)CC)C.[BH4-].[Na+]. Product: [Cl:9][C:10]1[CH:11]=[C:12]([CH:16]=[CH:17][C:18]([N:20]2[CH2:25][CH2:24][N:23]([C:26]3[C:31]([C:32]#[N:33])=[N:30][CH:29]=[CH:28][N:27]=3)[CH2:22][CH:21]2[CH2:34][OH:35])=[O:19])[CH:13]=[CH:14][CH:15]=1. The catalyst class is: 20.